Dataset: Reaction yield outcomes from USPTO patents with 853,638 reactions. Task: Predict the reaction yield, written as a fraction of the theoretical maximum amount of product (1.0 means a 100% yield; for example, 0.34 means a 34% yield). (1) The reactants are [F:1][C:2]1[CH:3]=[C:4]([Mg]Br)[CH:5]=[CH:6][CH:7]=1.[Si:10]([O:17][C@@H:18]([CH2:22]Cl)[CH2:19][C:20]#[N:21])([C:13]([CH3:16])([CH3:15])[CH3:14])([CH3:12])[CH3:11].COCCOC.[OH-].[Na+]. The catalyst is CC(OC)(C)C.[Cl-].[Na+].O.CCO. The product is [Si:10]([O:17][C@@H:18]1[CH2:19][C:20]([C:4]2[CH:5]=[CH:6][CH:7]=[C:2]([F:1])[CH:3]=2)=[N:21][CH2:22]1)([C:13]([CH3:16])([CH3:15])[CH3:14])([CH3:12])[CH3:11]. The yield is 1.07. (2) The reactants are [CH:1]([C:3]1[CH:4]=[CH:5][C:6]2[N:10]=[CH:9][N:8]([C:11]3[S:15][C:14]([C:16]([O:18][CH3:19])=[O:17])=[C:13]([O:20][C@@H:21]([C:23]4[CH:28]=[CH:27][CH:26]=[CH:25][C:24]=4[C:29]([F:32])([F:31])[F:30])[CH3:22])[CH:12]=3)[C:7]=2[CH:33]=1)=O.[CH3:34][N:35]1[CH2:40][CH2:39][NH:38][CH2:37][CH2:36]1.C(O)(=O)C.C(O[BH-](OC(=O)C)OC(=O)C)(=O)C.[Na+].C([O-])([O-])=O.[K+].[K+]. The catalyst is ClC(Cl)C.CCOC(C)=O.O. The product is [CH3:34][N:35]1[CH2:40][CH2:39][N:38]([CH2:1][C:3]2[CH:4]=[CH:5][C:6]3[N:10]=[CH:9][N:8]([C:11]4[S:15][C:14]([C:16]([O:18][CH3:19])=[O:17])=[C:13]([O:20][C@@H:21]([C:23]5[CH:28]=[CH:27][CH:26]=[CH:25][C:24]=5[C:29]([F:30])([F:31])[F:32])[CH3:22])[CH:12]=4)[C:7]=3[CH:33]=2)[CH2:37][CH2:36]1. The yield is 0.910. (3) The reactants are [Cl:1][C:2]1[CH:7]=[CH:6][C:5]([CH:8]2[S:14][C:13]([CH3:16])([CH3:15])[C:12](=O)[NH:11][C:10]3[N:18]([CH3:24])[N:19]=[C:20]([CH:21]4[CH2:23][CH2:22]4)[C:9]2=3)=[C:4]([CH3:25])[CH:3]=1.O1CCCC1.B.Cl.[OH-].[Na+]. The yield is 0.650. The catalyst is C1COCC1.C(OCC)(=O)C. The product is [Cl:1][C:2]1[CH:7]=[CH:6][C:5]([CH:8]2[S:14][C:13]([CH3:15])([CH3:16])[CH2:12][NH:11][C:10]3[N:18]([CH3:24])[N:19]=[C:20]([CH:21]4[CH2:23][CH2:22]4)[C:9]2=3)=[C:4]([CH3:25])[CH:3]=1. (4) The reactants are [CH3:1][O:2]C1C=C2C(C(C(F)(F)F)OC2)=CC=1C=O.[CH3:18][O:19][C:20]1[CH:21]=[C:22]2[C:27](=[CH:28][CH:29]=1)[C:26]([CH3:34])([C:30]([F:33])([F:32])[F:31])[O:25][CH2:24][CH2:23]2. No catalyst specified. The product is [CH3:18][O:19][C:20]1[CH:21]=[C:22]2[C:27](=[CH:28][C:29]=1[CH:1]=[O:2])[C:26]([CH3:34])([C:30]([F:33])([F:31])[F:32])[O:25][CH2:24][CH2:23]2. The yield is 0.483. (5) The reactants are [F:1][C:2]1[CH:32]=[CH:31][C:5]([CH2:6][NH:7][C:8]([C:10]2[N:11]=[C:12]3[N:17]([C:18](=[O:28])[C:19]=2[O:20][CH2:21][C:22]2[CH:27]=[CH:26][CH:25]=[CH:24][CH:23]=2)[CH2:16][CH2:15][O:14][C:13]3([CH3:30])[CH3:29])=[O:9])=[C:4](I)[CH:3]=1.[NH:34]1[C:38](B(O)O)=[CH:37][CH:36]=[N:35]1.C(=O)([O-])[O-].[Na+].[Na+]. The catalyst is C1C=CC([P]([Pd]([P](C2C=CC=CC=2)(C2C=CC=CC=2)C2C=CC=CC=2)([P](C2C=CC=CC=2)(C2C=CC=CC=2)C2C=CC=CC=2)[P](C2C=CC=CC=2)(C2C=CC=CC=2)C2C=CC=CC=2)(C2C=CC=CC=2)C2C=CC=CC=2)=CC=1. The product is [F:1][C:2]1[CH:32]=[CH:31][C:5]([CH2:6][NH:7][C:8]([C:10]2[N:11]=[C:12]3[N:17]([C:18](=[O:28])[C:19]=2[O:20][CH2:21][C:22]2[CH:27]=[CH:26][CH:25]=[CH:24][CH:23]=2)[CH2:16][CH2:15][O:14][C:13]3([CH3:30])[CH3:29])=[O:9])=[C:4]([C:36]2[NH:35][N:34]=[CH:38][CH:37]=2)[CH:3]=1. The yield is 0.620.